The task is: Predict which catalyst facilitates the given reaction.. This data is from Catalyst prediction with 721,799 reactions and 888 catalyst types from USPTO. (1) Reactant: [CH:1]1([CH2:4][O:5][C:6]2[C:11]([O:12][CH3:13])=[CH:10][CH:9]=[CH:8][C:7]=2/[CH:14]=[CH:15]/[C:16]2[N:17]=[C:18]3[N:22]([C:23]=2[C:24]([OH:26])=[O:25])[CH:21]=[CH:20][S:19]3)[CH2:3][CH2:2]1.[CH2:27](OC1C(OC)=CC=CC=1C=O)[CH:28](C)C.[Br-].C(OC(C1N2C(SC=C2)=NC=1C[P+](C1C=CC=CC=1)(C1C=CC=CC=1)C1C=CC=CC=1)=O)C.[H-].[Na+]. Product: [CH2:4]([O:5][C:6]1[C:11]([O:12][CH3:13])=[CH:10][CH:9]=[CH:8][C:7]=1/[CH:14]=[CH:15]/[C:16]1[N:17]=[C:18]2[N:22]([C:23]=1[C:24]([O:26][CH2:27][CH3:28])=[O:25])[CH:21]=[CH:20][S:19]2)[CH:1]([CH3:2])[CH3:3]. The catalyst class is: 16. (2) The catalyst class is: 148. Reactant: [OH-].[K+].[Cl:3][C:4]1[CH:5]=[C:6]([C:14]2[O:18][N:17]=[C:16]([C:19]3[CH:20]=[CH:21][CH:22]=[C:23]4[C:27]=3[NH:26][CH:25]=[C:24]4[CH2:28][CH2:29][C:30]([OH:32])=[O:31])[N:15]=2)[CH:7]=[CH:8][C:9]=1[O:10][CH:11]([CH3:13])[CH3:12].I[CH2:34][CH:35]([CH3:37])[CH3:36]. Product: [Cl:3][C:4]1[CH:5]=[C:6]([C:14]2[O:18][N:17]=[C:16]([C:19]3[CH:20]=[CH:21][CH:22]=[C:23]4[C:27]=3[N:26]([CH2:34][CH:35]([CH3:37])[CH3:36])[CH:25]=[C:24]4[CH2:28][CH2:29][C:30]([O:32][CH2:5][CH:6]([CH3:14])[CH3:7])=[O:31])[N:15]=2)[CH:7]=[CH:8][C:9]=1[O:10][CH:11]([CH3:12])[CH3:13]. (3) Reactant: [CH2:1]([C:3]1[C:4]([C:13]([C:16]2[NH:20][C:19]3[CH:21]=[CH:22][C:23]([C:25]#[N:26])=[CH:24][C:18]=3[N:17]=2)([OH:15])[CH3:14])=[C:5]2[C:9](=[C:10]([CH3:12])[CH:11]=1)[NH:8][CH:7]=[CH:6]2)[CH3:2].C([O-])([O-])=O.[K+].[K+].[F:33][C:34]([F:40])([F:39])S([O-])(=O)=O.[F:33][C:34]([F:40])([F:39])[S+]1C2C=CC=CC=2C2C=CC=CC1=2. Product: [CH2:1]([C:3]1[C:4]([C:13]([C:16]2[NH:20][C:19]3[CH:21]=[CH:22][C:23]([C:25]#[N:26])=[CH:24][C:18]=3[N:17]=2)([OH:15])[CH3:14])=[C:5]2[C:9](=[C:10]([CH3:12])[CH:11]=1)[NH:8][CH:7]=[C:6]2[C:34]([F:40])([F:39])[F:33])[CH3:2]. The catalyst class is: 3. (4) Reactant: [NH2:1][C:2]1[S:3][CH:4]=[CH:5][C:6]=1[C:7]([O:9]C)=O.ClS([N:15]=[C:16]=[O:17])(=O)=O.[OH-].[Na+].Cl. Product: [NH:1]1[C:2]2[S:3][CH:4]=[CH:5][C:6]=2[C:7](=[O:9])[NH:15][C:16]1=[O:17]. The catalyst class is: 2.